This data is from Full USPTO retrosynthesis dataset with 1.9M reactions from patents (1976-2016). The task is: Predict the reactants needed to synthesize the given product. (1) Given the product [CH3:10][C:9]([C:2]1[CH:7]=[CH:6][CH:5]=[CH:4][CH:3]=1)([CH3:11])[C:8]#[N:12], predict the reactants needed to synthesize it. The reactants are: F[C:2]1[CH:7]=[CH:6][CH:5]=[CH:4][CH:3]=1.[C:8](#[N:12])[CH:9]([CH3:11])[CH3:10].C[Si]([N-][Si](C)(C)C)(C)C.[K+]. (2) Given the product [ClH:28].[NH2:40][C@@H:41]([C:42]([CH3:45])([CH3:44])[CH3:43])[CH2:46][N-:2][C:3]1[N:11]=[CH:10][N:9]=[C:8]2[C:4]=1[N:5]=[CH:6][N:7]2[C:12]1[CH:13]=[CH:14][C:15]([NH:18][C:19]([NH:21][C:22]2[CH:27]=[CH:26][C:25]([Cl:28])=[C:24]([C:29]([F:31])([F:32])[F:30])[CH:23]=2)=[O:20])=[CH:16][CH:17]=1, predict the reactants needed to synthesize it. The reactants are: Cl.[NH2:2][C:3]1[N:11]=[CH:10][N:9]=[C:8]2[C:4]=1[N:5]=[CH:6][N:7]2[C:12]1[CH:17]=[CH:16][C:15]([NH:18][C:19]([NH:21][C:22]2[CH:27]=[CH:26][C:25]([Cl:28])=[C:24]([C:29]([F:32])([F:31])[F:30])[CH:23]=2)=[O:20])=[CH:14][CH:13]=1.C(OC([NH:40][C@H:41]([C:46](O)=O)[C:42]([CH3:45])([CH3:44])[CH3:43])=O)(C)(C)C. (3) Given the product [O:23]=[C:21]1[C:20]2[C:15](=[CH:16][CH:17]=[CH:18][CH:19]=2)[N:14]=[C:13]([CH2:12][CH:9]2[CH2:10][CH2:11][CH:6]([C:4]([OH:5])=[O:3])[CH2:7][CH2:8]2)[NH:22]1, predict the reactants needed to synthesize it. The reactants are: C([O:3][C:4]([CH:6]1[CH2:11][CH2:10][CH:9]([CH2:12][C:13]2[NH:22][C:21](=[O:23])[C:20]3[C:15](=[CH:16][CH:17]=[CH:18][CH:19]=3)[N:14]=2)[CH2:8][CH2:7]1)=[O:5])C.[Li+].[OH-]. (4) Given the product [CH2:20]([O:14][C:13]([C:11]1[CH:10]=[CH:9][C:5]([C:6]([OH:8])=[O:7])=[C:4]([N+:1]([O-:3])=[O:2])[CH:12]=1)=[O:15])[CH:16]=[CH2:17], predict the reactants needed to synthesize it. The reactants are: [N+:1]([C:4]1[CH:12]=[C:11]([C:13]([OH:15])=[O:14])[CH:10]=[CH:9][C:5]=1[C:6]([OH:8])=[O:7])([O-:3])=[O:2].[CH2:16]1[CH2:20]OC[CH2:17]1.C(Cl)(=O)C(Cl)=O.CN1CCOCC1. (5) Given the product [C:50]([OH:55])(=[O:54])[C:51]([OH:53])=[O:52].[O:17]1[CH:21]=[CH:20][C:19](/[CH:22]=[CH:23]/[C:24]2[N:7]([C:8]3[CH:13]=[CH:12][CH:11]=[CH:10][N:9]=3)[C:6]3[CH:14]=[CH:15][C:3]([O:2][CH3:1])=[CH:4][C:5]=3[N:16]=2)=[CH:18]1, predict the reactants needed to synthesize it. The reactants are: [CH3:1][O:2][C:3]1[CH:15]=[CH:14][C:6]([NH:7][C:8]2[CH:13]=[CH:12][CH:11]=[CH:10][N:9]=2)=[C:5]([NH2:16])[CH:4]=1.[O:17]1[CH:21]=[CH:20][C:19](/[CH:22]=[CH:23]/[C:24](Cl)=O)=[CH:18]1.N1C=CC=CC=1N1C2C=CC=CC=2N=C1/C=C/C1C=CC=CC=1.[C:50]([OH:55])(=[O:54])[C:51]([OH:53])=[O:52]. (6) Given the product [CH:16]1([N:14]([CH3:15])[C:12]2[C:11]([C:19]([F:22])([F:21])[F:20])=[CH:10][C:9]3[NH:23][C:24](=[O:36])[CH2:25][C:26]([C:28]4[CH:33]=[CH:32][N:31]=[C:30]([C:34]#[N:35])[CH:29]=4)=[N:7][C:8]=3[CH:13]=2)[CH2:18][CH2:17]1, predict the reactants needed to synthesize it. The reactants are: C(OC(=O)[NH:7][C:8]1[CH:13]=[C:12]([N:14]([CH:16]2[CH2:18][CH2:17]2)[CH3:15])[C:11]([C:19]([F:22])([F:21])[F:20])=[CH:10][C:9]=1[NH:23][C:24](=[O:36])[CH2:25][C:26]([C:28]1[CH:33]=[CH:32][N:31]=[C:30]([C:34]#[N:35])[CH:29]=1)=O)(C)(C)C.C(O)(C(F)(F)F)=O. (7) Given the product [CH3:1][C@H:2]1[CH2:6][CH2:5][CH2:4][N:3]1[CH:7]1[CH2:11][CH2:10][C@H:9]([C:12]2[CH:17]=[CH:16][C:15]([NH:18][C:19](=[O:26])[C:20]3[CH:25]=[CH:24][CH:23]=[CH:22][CH:21]=3)=[CH:14][CH:13]=2)[CH2:8]1, predict the reactants needed to synthesize it. The reactants are: [CH3:1][C@H:2]1[CH2:6][CH2:5][CH2:4][N:3]1[CH:7]1[CH2:11][CH2:10][C@H:9]([C:12]2[CH:17]=[CH:16][C:15]([NH2:18])=[CH:14][CH:13]=2)[CH2:8]1.[C:19](Cl)(=[O:26])[C:20]1[CH:25]=[CH:24][CH:23]=[CH:22][CH:21]=1. (8) Given the product [CH2:16]([O:9][C:6]1[CH:7]=[CH:8][C:3]([O:2][CH3:1])=[CH:4][CH:5]=1)[CH:17]=[CH2:18], predict the reactants needed to synthesize it. The reactants are: [CH3:1][O:2][C:3]1[CH:8]=[CH:7][C:6]([OH:9])=[CH:5][CH:4]=1.C([O-])([O-])=O.[K+].[K+].[CH2:16](Br)[CH:17]=[CH2:18]. (9) Given the product [F:15][C:2]([F:1])([F:14])[C:3]1[CH:12]=[C:11]2[C:6]([CH:7]=[CH:8][N:9]=[CH:10]2)=[C:5]([NH:13][C:24]([NH:23][CH2:22][C:21]2[CH:20]=[CH:19][C:18]([C:17]([F:16])([F:29])[F:28])=[CH:27][CH:26]=2)=[O:25])[CH:4]=1, predict the reactants needed to synthesize it. The reactants are: [F:1][C:2]([F:15])([F:14])[C:3]1[CH:4]=[C:5]([NH2:13])[C:6]2[CH:7]=[CH:8][N:9]=[CH:10][C:11]=2[CH:12]=1.[F:16][C:17]([F:29])([F:28])[C:18]1[CH:27]=[CH:26][C:21]([CH2:22][N:23]=[C:24]=[O:25])=[CH:20][CH:19]=1.